This data is from Full USPTO retrosynthesis dataset with 1.9M reactions from patents (1976-2016). The task is: Predict the reactants needed to synthesize the given product. (1) The reactants are: [CH:1]([O:4][C:5](=[O:14])[C:6]1[CH:11]=[C:10]([CH3:12])[N:9]=[C:8](Cl)[CH:7]=1)([CH3:3])[CH3:2].[Br-].[CH2:16]([CH:18]([Zn+])[CH2:19][CH3:20])[CH3:17].C1COCC1. Given the product [CH:1]([O:4][C:5](=[O:14])[C:6]1[CH:11]=[C:10]([CH3:12])[N:9]=[C:8]([CH:18]([CH2:19][CH3:20])[CH2:16][CH3:17])[CH:7]=1)([CH3:3])[CH3:2], predict the reactants needed to synthesize it. (2) Given the product [CH2:35]([O:42][C:43]1[CH:48]=[CH:47][C:46]([N:32]2[CH2:31][CH2:30][CH:29]([N:3]3[C:2](=[O:1])[C:7]([CH2:8][C:9]4[CH:10]=[CH:11][C:12]([C:15]5[C:16]([C:21]#[N:22])=[CH:17][CH:18]=[CH:19][CH:20]=5)=[CH:13][CH:14]=4)=[C:6]([CH2:23][CH2:24][CH3:25])[N:5]4[N:26]=[CH:27][N:28]=[C:4]34)[CH2:34][CH2:33]2)=[CH:45][CH:44]=1)[C:36]1[CH:41]=[CH:40][CH:39]=[CH:38][CH:37]=1, predict the reactants needed to synthesize it. The reactants are: [O:1]=[C:2]1[C:7]([CH2:8][C:9]2[CH:14]=[CH:13][C:12]([C:15]3[C:16]([C:21]#[N:22])=[CH:17][CH:18]=[CH:19][CH:20]=3)=[CH:11][CH:10]=2)=[C:6]([CH2:23][CH2:24][CH3:25])[N:5]2[N:26]=[CH:27][N:28]=[C:4]2[N:3]1[CH:29]1[CH2:34][CH2:33][NH:32][CH2:31][CH2:30]1.[CH2:35]([O:42][C:43]1[CH:48]=[CH:47][C:46](OB(O)O)=[CH:45][CH:44]=1)[C:36]1[CH:41]=[CH:40][CH:39]=[CH:38][CH:37]=1.C(N(CC)CC)C.N1C=CC=CC=1. (3) Given the product [Cl:1][C:2]1[C:3]2[C:11]([I:12])=[CH:10][NH:9][C:4]=2[N:5]=[C:6]([CH3:8])[N:7]=1, predict the reactants needed to synthesize it. The reactants are: [Cl:1][C:2]1[C:3]2[CH:11]=[CH:10][NH:9][C:4]=2[N:5]=[C:6]([CH3:8])[N:7]=1.[I:12]N1C(=O)CCC1=O. (4) Given the product [F:11][C:2]1([F:1])[CH2:3][CH2:4][CH:5]([C:8]([NH:41][CH2:40][CH2:39][C:33]2[CH:38]=[CH:37][CH:36]=[CH:35][CH:34]=2)=[O:10])[CH2:6][CH2:7]1, predict the reactants needed to synthesize it. The reactants are: [F:1][C:2]1([F:11])[CH2:7][CH2:6][CH:5]([C:8]([OH:10])=O)[CH2:4][CH2:3]1.CN(C)CCCN=C=NCC.ON1C2C=CC=CC=2N=N1.[C:33]1([CH2:39][CH2:40][NH2:41])[CH:38]=[CH:37][CH:36]=[CH:35][CH:34]=1.C(=O)(O)[O-].[Na+].